Dataset: Full USPTO retrosynthesis dataset with 1.9M reactions from patents (1976-2016). Task: Predict the reactants needed to synthesize the given product. (1) Given the product [Cl:20][C:5]1[C:6]([NH:9][C@@H:10]2[C@@H:15]3[CH2:16][C@@H:12]([CH:13]=[CH:14]3)[C@@H:11]2[C:17]([NH2:19])=[O:18])=[C:7]2[N:8]=[C:33]([C:31]3[CH:30]=[CH:29][N:28]=[C:27]([N:21]4[CH2:26][CH2:25][O:24][CH2:23][CH2:22]4)[CH:32]=3)[NH:1][C:2]2=[N:3][CH:4]=1, predict the reactants needed to synthesize it. The reactants are: [NH2:1][C:2]1[C:7]([NH2:8])=[C:6]([NH:9][C@@H:10]2[C@@H:15]3[CH2:16][C@@H:12]([CH:13]=[CH:14]3)[C@@H:11]2[C:17]([NH2:19])=[O:18])[C:5]([Cl:20])=[CH:4][N:3]=1.[N:21]1([C:27]2[CH:32]=[C:31]([CH:33]=O)[CH:30]=[CH:29][N:28]=2)[CH2:26][CH2:25][O:24][CH2:23][CH2:22]1.C([O-])(=O)C.[NH4+]. (2) Given the product [C:1]([O:5][C:6](=[O:22])[NH:7][CH2:8][CH2:9][CH2:10][N:11]([C:25]1[C:24]([CH3:23])=[CH:29][C:28]([CH3:30])=[CH:27][N:26]=1)[CH:12]1[C:21]2[N:20]=[CH:19][CH:18]=[CH:17][C:16]=2[CH2:15][CH2:14][CH2:13]1)([CH3:4])([CH3:2])[CH3:3], predict the reactants needed to synthesize it. The reactants are: [C:1]([O:5][C:6](=[O:22])[NH:7][CH2:8][CH2:9][CH2:10][NH:11][CH:12]1[C:21]2[N:20]=[CH:19][CH:18]=[CH:17][C:16]=2[CH2:15][CH2:14][CH2:13]1)([CH3:4])([CH3:3])[CH3:2].[CH3:23][C:24]1[C:25](C=O)=[N:26][CH:27]=[C:28]([CH3:30])[CH:29]=1.[BH-](OC(C)=O)(OC(C)=O)OC(C)=O.[Na+]. (3) Given the product [CH:60]12[CH2:61][CH:62]1[CH2:63][CH:58]([O:57][C:55]([NH:54][CH:49]([C:50]([CH3:53])([CH3:52])[CH3:51])[C:48]([N:14]1[CH2:15][CH:16]([O:18][C:19]3[C:28]4[C:23](=[C:24]([Cl:38])[C:25]([O:29][CH2:30][CH2:31][N:32]5[CH2:37][CH2:36][O:35][CH2:34][CH2:33]5)=[CH:26][CH:27]=4)[N:22]=[C:21]([C:39]4[N:40]=[C:41]([NH:44][CH:45]([CH3:46])[CH3:47])[S:42][CH:43]=4)[CH:20]=3)[CH2:17][CH:13]1[C:11]([NH:10][C:5]1([C:3]([OH:4])=[O:2])[CH2:7][CH:6]1[CH2:8][CH3:9])=[O:12])=[O:64])=[O:56])[CH2:59]2, predict the reactants needed to synthesize it. The reactants are: C[O:2][C:3]([C:5]1([NH:10][C:11]([CH:13]2[CH2:17][CH:16]([O:18][C:19]3[C:28]4[C:23](=[C:24]([Cl:38])[C:25]([O:29][CH2:30][CH2:31][N:32]5[CH2:37][CH2:36][O:35][CH2:34][CH2:33]5)=[CH:26][CH:27]=4)[N:22]=[C:21]([C:39]4[N:40]=[C:41]([NH:44][CH:45]([CH3:47])[CH3:46])[S:42][CH:43]=4)[CH:20]=3)[CH2:15][N:14]2[C:48](=[O:64])[CH:49]([NH:54][C:55]([O:57][CH:58]2[CH2:63][CH:62]3[CH:60]([CH2:61]3)[CH2:59]2)=[O:56])[C:50]([CH3:53])([CH3:52])[CH3:51])=[O:12])[CH2:7][CH:6]1[CH2:8][CH3:9])=[O:4].[Li+].[OH-].CO.Cl. (4) Given the product [CH:42]1([CH2:48][CH2:49][O:50][C:2]2[N:3]=[C:4]([NH2:41])[C:5]3[N:6]=[CH:7][N:8]([C:39]=3[N:40]=2)[C@@H:9]2[O:38][C@H:28]([CH2:29][O:30][Si:31]([C:34]([CH3:37])([CH3:36])[CH3:35])([CH3:33])[CH3:32])[C@@H:19]([O:20][Si:21]([C:24]([CH3:27])([CH3:26])[CH3:25])([CH3:23])[CH3:22])[C@H:10]2[O:11][Si:12]([C:15]([CH3:18])([CH3:17])[CH3:16])([CH3:14])[CH3:13])[CH2:47][CH2:46][CH2:45][CH2:44][CH2:43]1, predict the reactants needed to synthesize it. The reactants are: Cl[C:2]1[N:3]=[C:4]([NH2:41])[C:5]2[N:6]=[CH:7][N:8]([C:39]=2[N:40]=1)[C@@H:9]1[O:38][C@H:28]([CH2:29][O:30][Si:31]([C:34]([CH3:37])([CH3:36])[CH3:35])([CH3:33])[CH3:32])[C@@H:19]([O:20][Si:21]([C:24]([CH3:27])([CH3:26])[CH3:25])([CH3:23])[CH3:22])[C@H:10]1[O:11][Si:12]([C:15]([CH3:18])([CH3:17])[CH3:16])([CH3:14])[CH3:13].[CH:42]1([CH2:48][CH2:49][OH:50])[CH2:47][CH2:46][CH2:45][CH2:44][CH2:43]1.